From a dataset of Reaction yield outcomes from USPTO patents with 853,638 reactions. Predict the reaction yield, written as a fraction of the theoretical maximum amount of product (1.0 means a 100% yield; for example, 0.34 means a 34% yield). (1) The reactants are C([O:3][C:4]([C@@H:6]1[C@@H:8]([C:9](=[O:42])[NH:10][C@@H:11]([CH2:36][C:37]2[N:38]=[CH:39][S:40][CH:41]=2)[C:12](=[O:35])[NH:13][CH2:14][C:15]2[N:16]=[N:17][N:18]([C:20]3[CH:25]=[CH:24][C:23]([S:26]([N:29]4[CH2:34][CH2:33][CH2:32][CH2:31][CH2:30]4)(=[O:28])=[O:27])=[CH:22][CH:21]=3)[CH:19]=2)[O:7]1)=[O:5])C.[Li+].[OH-]. No catalyst specified. The product is [O:35]=[C:12]([NH:13][CH2:14][C:15]1[N:16]=[N:17][N:18]([C:20]2[CH:25]=[CH:24][C:23]([S:26]([N:29]3[CH2:34][CH2:33][CH2:32][CH2:31][CH2:30]3)(=[O:28])=[O:27])=[CH:22][CH:21]=2)[CH:19]=1)[C@@H:11]([NH:10][C:9]([C@H:8]1[O:7][C@@H:6]1[C:4]([OH:5])=[O:3])=[O:42])[CH2:36][C:37]1[N:38]=[CH:39][S:40][CH:41]=1. The yield is 0.483. (2) The catalyst is CN(C=O)C.C(OCC)(=O)C. The product is [C:1]([NH:4][C:5]1[S:6][C:7]2[C:18]([OH:19])=[CH:17][CH:16]=[CH:15][C:8]=2[C:9]=1[C:10]([O:12][CH2:13][CH3:14])=[O:11])(=[O:3])[CH3:2]. The yield is 0.410. The reactants are [C:1]([NH:4][C:5]1[S:6][C:7]2[C:18](=[O:19])[CH:17](Br)[CH2:16][CH2:15][C:8]=2[C:9]=1[C:10]([O:12][CH2:13][CH3:14])=[O:11])(=[O:3])[CH3:2].C(=O)([O-])[O-].[Li+].[Li+]. (3) The reactants are [CH3:1][N:2]1[CH2:6][CH2:5][CH2:4][C@@:3]1([CH3:10])[C:7]([OH:9])=O.[F:11][C:12]1[CH:13]=[CH:14][C:15]([NH:18][NH2:19])=[N:16][CH:17]=1.CCN(CC)CC.C1C=CC2N(O)N=NC=2C=1.O.CCN=C=NCCCN(C)C.Cl. The catalyst is C(Cl)Cl. The product is [F:11][C:12]1[CH:13]=[CH:14][C:15]([NH:18][NH:19][C:7]([C@:3]2([CH3:10])[CH2:4][CH2:5][CH2:6][N:2]2[CH3:1])=[O:9])=[N:16][CH:17]=1. The yield is 0.690. (4) The reactants are [Cl-].[Cl-].[Cl-].[Al+3].[N-:5]=[N+:6]=[N-:7].[Na+].[N-]=[N+]=[N-].[Al+3].[N-]=[N+]=[N-].[N-]=[N+]=[N-].[C:19]1([CH:25]([C:50]2[CH:55]=[CH:54][CH:53]=[CH:52][CH:51]=2)[O:26][C:27]2[CH:32]=[CH:31][C:30]([C:33]3[N:37]([CH:38]4[CH2:43][CH2:42][CH2:41][CH2:40][CH2:39]4)[C:36]4[CH:44]=[CH:45][C:46]([C:48]#[N:49])=[CH:47][C:35]=4[N:34]=3)=[CH:29][CH:28]=2)[CH:24]=[CH:23][CH:22]=[CH:21][CH:20]=1. No catalyst specified. The product is [C:50]1([CH:25]([C:19]2[CH:20]=[CH:21][CH:22]=[CH:23][CH:24]=2)[O:26][C:27]2[CH:32]=[CH:31][C:30]([C:33]3[N:37]([CH:38]4[CH2:43][CH2:42][CH2:41][CH2:40][CH2:39]4)[C:36]4[CH:44]=[CH:45][C:46]([C:48]5[NH:49][N:7]=[N:6][N:5]=5)=[CH:47][C:35]=4[N:34]=3)=[CH:29][CH:28]=2)[CH:51]=[CH:52][CH:53]=[CH:54][CH:55]=1. The yield is 0.206.